Dataset: Catalyst prediction with 721,799 reactions and 888 catalyst types from USPTO. Task: Predict which catalyst facilitates the given reaction. (1) Reactant: [CH3:1][C:2]1[C:3](=[O:14])[N:4]([C:8]2[CH:13]=[CH:12][CH:11]=[CH:10][CH:9]=2)[NH:5][C:6]=1[CH3:7].I[CH3:16]. Product: [CH3:16][N:5]1[C:6]([CH3:7])=[C:2]([CH3:1])[C:3](=[O:14])[N:4]1[C:8]1[CH:9]=[CH:10][CH:11]=[CH:12][CH:13]=1. The catalyst class is: 10. (2) Reactant: [CH2:1]([NH:8][C:9]1[CH:14]=[C:13]([N+]([O-])=O)[CH:12]=[C:11]([Cl:18])[N:10]=1)[C:2]1[CH:7]=[CH:6][CH:5]=[CH:4][CH:3]=1.[F-:19].C([N+](CCCC)(CCCC)CCCC)CCC.O1CCCC1.O.C(OCC)(=O)C. Product: [CH2:1]([NH:8][C:9]1[CH:14]=[C:13]([F:19])[CH:12]=[C:11]([Cl:18])[N:10]=1)[C:2]1[CH:7]=[CH:6][CH:5]=[CH:4][CH:3]=1. The catalyst class is: 9. (3) Reactant: [P:1]([O:13][CH:14]([CH2:24][O:25][C:26]1[CH:31]=[C:30]([Cl:32])[C:29]([C:33]2[N:37]=[C:36]([C:38]3[N:39]=[C:40]4[C:45]([Cl:46])=[CH:44][C:43]([C:47]([F:50])([F:49])[F:48])=[CH:42][N:41]4[CH:51]=3)[O:35][N:34]=2)=[CH:28][C:27]=1[Cl:52])[CH2:15][O:16][Si](C(C)(C)C)(C)C)([O:8]C(C)(C)C)([O:3]C(C)(C)C)=[O:2]. Product: [P:1]([OH:8])([OH:3])([O:13][CH:14]([CH2:15][OH:16])[CH2:24][O:25][C:26]1[CH:31]=[C:30]([Cl:32])[C:29]([C:33]2[N:37]=[C:36]([C:38]3[N:39]=[C:40]4[C:45]([Cl:46])=[CH:44][C:43]([C:47]([F:50])([F:48])[F:49])=[CH:42][N:41]4[CH:51]=3)[O:35][N:34]=2)=[CH:28][C:27]=1[Cl:52])=[O:2]. The catalyst class is: 33. (4) Reactant: [CH:1]([C:4]1[CH:9]=[CH:8][C:7]([NH:10][C:11]([C:13]2[CH:18]=[CH:17][CH:16]=[C:15]([N:19]3[CH2:30][CH2:29][C:22]4[N:23]=[C:24]([S:27][CH3:28])[N:25]=[CH:26][C:21]=4[CH2:20]3)[N:14]=2)=[O:12])=[CH:6][CH:5]=1)([CH3:3])[CH3:2].[OH:31]OS([O-])=O.[K+]. Product: [CH:1]([C:4]1[CH:5]=[CH:6][C:7]([NH:10][C:11]([C:13]2[CH:18]=[CH:17][CH:16]=[C:15]([N:19]3[CH2:30][CH2:29][C:22]4[N:23]=[C:24]([S:27]([CH3:28])=[O:31])[N:25]=[CH:26][C:21]=4[CH2:20]3)[N:14]=2)=[O:12])=[CH:8][CH:9]=1)([CH3:3])[CH3:2]. The catalyst class is: 20. (5) Reactant: COC1C=CC(C[NH:8][C:9]2[C:18]3[C:13](=[CH:14][CH:15]=[CH:16][C:17]=3[CH3:19])[N:12]=[C:11]([CH3:20])[C:10]=2[C:21]([O:23][CH2:24][CH3:25])=[O:22])=CC=1. Product: [NH2:8][C:9]1[C:18]2[C:13](=[CH:14][CH:15]=[CH:16][C:17]=2[CH3:19])[N:12]=[C:11]([CH3:20])[C:10]=1[C:21]([O:23][CH2:24][CH3:25])=[O:22]. The catalyst class is: 67. (6) Reactant: [OH-].[Na+].[CH2:3]([O:6][C:7]([N:9]1[C:15]2[CH:16]=[C:17]([O:22][CH2:23][CH2:24][CH2:25][C:26]([O:28]C)=[O:27])[C:18]([O:20][CH3:21])=[CH:19][C:14]=2[CH2:13][N:12]2[CH2:30][CH2:31][CH2:32][C@H:11]2[C@@H:10]1[O:33][CH3:34])=[O:8])[CH:4]=[CH2:5]. Product: [CH2:3]([O:6][C:7]([N:9]1[C:15]2[CH:16]=[C:17]([O:22][CH2:23][CH2:24][CH2:25][C:26]([OH:28])=[O:27])[C:18]([O:20][CH3:21])=[CH:19][C:14]=2[CH2:13][N:12]2[CH2:30][CH2:31][CH2:32][C@H:11]2[C@@H:10]1[O:33][CH3:34])=[O:8])[CH:4]=[CH2:5]. The catalyst class is: 72.